Dataset: Reaction yield outcomes from USPTO patents with 853,638 reactions. Task: Predict the reaction yield, written as a fraction of the theoretical maximum amount of product (1.0 means a 100% yield; for example, 0.34 means a 34% yield). (1) The reactants are Cl[CH2:2][CH2:3][CH2:4][N:5]1[C:14]2[C:9](=[CH:10][C:11]([F:16])=[C:12]([F:15])[CH:13]=2)[CH2:8][CH2:7][C:6]1=[O:17].[CH2:18]([CH:22]1[CH2:27][CH2:26][NH:25][CH2:24][CH2:23]1)[CH2:19][CH2:20][CH3:21].[Na+].[I-].C([O-])([O-])=O.[K+].[K+]. The catalyst is CC#N. The product is [CH2:18]([CH:22]1[CH2:27][CH2:26][N:25]([CH2:2][CH2:3][CH2:4][N:5]2[C:14]3[C:9](=[CH:10][C:11]([F:16])=[C:12]([F:15])[CH:13]=3)[CH2:8][CH2:7][C:6]2=[O:17])[CH2:24][CH2:23]1)[CH2:19][CH2:20][CH3:21]. The yield is 0.570. (2) The reactants are [N+:1]([C:4]1[CH:9]=[CH:8][C:7]([CH2:10][OH:11])=[CH:6][CH:5]=1)([O-:3])=[O:2].[CH3:12][S:13](Cl)(=[O:15])=[O:14]. The catalyst is C1(C)C=CC=CC=1. The product is [CH3:12][S:13]([O:11][CH2:10][C:7]1[CH:6]=[CH:5][C:4]([N+:1]([O-:3])=[O:2])=[CH:9][CH:8]=1)(=[O:15])=[O:14]. The yield is 0.720. (3) The reactants are [CH3:1][O:2][C:3]1[CH:4]=[C:5]2[C:10](=[CH:11][C:12]=1[O:13][CH3:14])[N:9]=[CH:8][CH:7]=[C:6]2[O:15][C:16]1[CH:21]=[CH:20][C:19]([NH:22][C:23](=O)[CH2:24][O:25][C:26]2[C:31]([O:32][CH3:33])=[CH:30][CH:29]=[CH:28][C:27]=2[O:34][CH3:35])=[CH:18][CH:17]=1.Cl.[OH-].[Na+]. The catalyst is O1CCCC1. The product is [CH3:33][O:32][C:31]1[CH:30]=[CH:29][CH:28]=[C:27]([O:34][CH3:35])[C:26]=1[O:25][CH2:24][CH2:23][NH:22][C:19]1[CH:20]=[CH:21][C:16]([O:15][C:6]2[C:5]3[C:10](=[CH:11][C:12]([O:13][CH3:14])=[C:3]([O:2][CH3:1])[CH:4]=3)[N:9]=[CH:8][CH:7]=2)=[CH:17][CH:18]=1. The yield is 0.800. (4) The reactants are [N+:1]([C:4]1[CH:5]=[C:6]2[C:10](=[CH:11][CH:12]=1)[NH:9][C:8]([C:13]([O:15][CH2:16][CH3:17])=[O:14])=[CH:7]2)([O-])=O. The catalyst is [Pd].CO.C1COCC1. The product is [NH2:1][C:4]1[CH:5]=[C:6]2[C:10](=[CH:11][CH:12]=1)[NH:9][C:8]([C:13]([O:15][CH2:16][CH3:17])=[O:14])=[CH:7]2. The yield is 0.940. (5) The reactants are [C:1]([NH:5][C:6]([C:8]1[C:16]2[C:11](=[N:12][CH:13]=[C:14]([C:17]3[C:25]4[C:20](=[CH:21][CH:22]=[C:23]([O:26][CH:27]([F:29])[F:28])[CH:24]=4)[N:19]([CH3:30])[N:18]=3)[N:15]=2)[N:10](COCC[Si](C)(C)C)[CH:9]=1)=[O:7])([CH3:4])([CH3:3])[CH3:2].C(O)(C(F)(F)F)=O. The catalyst is ClCCl. The product is [C:1]([NH:5][C:6]([C:8]1[C:16]2[C:11](=[N:12][CH:13]=[C:14]([C:17]3[C:25]4[C:20](=[CH:21][CH:22]=[C:23]([O:26][CH:27]([F:29])[F:28])[CH:24]=4)[N:19]([CH3:30])[N:18]=3)[N:15]=2)[NH:10][CH:9]=1)=[O:7])([CH3:4])([CH3:3])[CH3:2]. The yield is 0.905. (6) The reactants are [NH:1]1[CH2:4][CH:3]([CH2:5][NH:6][C:7](=[O:13])[O:8][C:9]([CH3:12])([CH3:11])[CH3:10])[CH2:2]1.CCN(C(C)C)C(C)C.Cl[C:24]([O:26][CH:27]1[CH:34]2[CH2:35][CH:30]3[CH2:31][CH:32]([CH2:36][CH:28]1[CH2:29]3)[CH2:33]2)=[O:25].C(Cl)Cl.Cl. No catalyst specified. The product is [C:9]([O:8][C:7]([NH:6][CH2:5][CH:3]1[CH2:4][N:1]([C:24]([O:26][CH:27]2[CH:28]3[CH2:36][CH:32]4[CH2:31][CH:30]([CH2:35][CH:34]2[CH2:33]4)[CH2:29]3)=[O:25])[CH2:2]1)=[O:13])([CH3:10])([CH3:12])[CH3:11]. The yield is 0.230. (7) The reactants are [CH2:1]([O:8][C:9](=[O:18])[CH:10]([C:12]1[CH:17]=[CH:16][CH:15]=[CH:14][CH:13]=1)[CH3:11])[C:2]1[CH:7]=[CH:6][CH:5]=[CH:4][CH:3]=1.C[Si](C)(C)[N-][Si](C)(C)C.[Li+].O1[CH2:33][CH2:32][CH2:31][CH2:30]1. No catalyst specified. The product is [CH3:11][C:10]([C:12]1[CH:17]=[CH:16][CH:15]=[CH:14][CH:13]=1)([CH2:30]/[CH:31]=[CH:32]/[CH2:33][C:2]([CH3:7])([CH3:3])[CH3:1])[C:9]([O:8][CH2:1][C:2]1[CH:3]=[CH:4][CH:5]=[CH:6][CH:7]=1)=[O:18]. The yield is 0.720.